From a dataset of Full USPTO retrosynthesis dataset with 1.9M reactions from patents (1976-2016). Predict the reactants needed to synthesize the given product. (1) Given the product [C:1]([O:5][C:6]1[CH:7]=[CH:8][C:9]([O:12][CH2:22][CH2:21][O:13][Si:14]([C:17]([CH3:20])([CH3:19])[CH3:18])([CH3:16])[CH3:15])=[CH:10][CH:11]=1)([CH3:4])([CH3:2])[CH3:3], predict the reactants needed to synthesize it. The reactants are: [C:1]([O:5][C:6]1[CH:11]=[CH:10][C:9]([OH:12])=[CH:8][CH:7]=1)([CH3:4])([CH3:3])[CH3:2].[O:13]([CH2:21][CH2:22]O)[Si:14]([C:17]([CH3:20])([CH3:19])[CH3:18])([CH3:16])[CH3:15].C1C=CC(P(C2C=CC=CC=2)C2C=CC=CC=2)=CC=1.CC(OC(/N=N/C(OC(C)C)=O)=O)C. (2) The reactants are: Cl.[CH2:2]([N:4]([C:12]1[N:17]=[CH:16][N:15]=[C:14]2[N:18]([C:21]3[CH:26]=[CH:25][C:24]([S:27]([CH3:30])(=[O:29])=[O:28])=[CH:23][C:22]=3[F:31])[N:19]=[CH:20][C:13]=12)[CH2:5][CH:6]1[CH2:11][CH2:10][NH:9][CH2:8][CH2:7]1)[CH3:3].Br[C:33]1[CH:38]=[CH:37][CH:36]=[CH:35][N:34]=1.C(N(CC)CC)C. Given the product [CH2:2]([N:4]([C:12]1[N:17]=[CH:16][N:15]=[C:14]2[N:18]([C:21]3[CH:26]=[CH:25][C:24]([S:27]([CH3:30])(=[O:29])=[O:28])=[CH:23][C:22]=3[F:31])[N:19]=[CH:20][C:13]=12)[CH2:5][CH:6]1[CH2:7][CH2:8][N:9]([C:33]2[CH:38]=[CH:37][CH:36]=[CH:35][N:34]=2)[CH2:10][CH2:11]1)[CH3:3], predict the reactants needed to synthesize it. (3) Given the product [CH3:23][C:19]1[N:18]=[C:17]([N:13]2[CH2:14][CH2:15][N:10]([C:7]3[CH:6]=[CH:5][C:4]([N+:1]([O-:3])=[O:2])=[CH:9][CH:8]=3)[CH2:11][CH2:12]2)[CH:22]=[CH:21][CH:20]=1, predict the reactants needed to synthesize it. The reactants are: [N+:1]([C:4]1[CH:9]=[CH:8][C:7]([N:10]2[CH2:15][CH2:14][NH:13][CH2:12][CH2:11]2)=[CH:6][CH:5]=1)([O-:3])=[O:2].Cl[C:17]1[CH:22]=[CH:21][CH:20]=[C:19]([CH3:23])[N:18]=1.C1(P(C2CCCCC2)C2(N(C)C)CC=CC=C2C2C=CC=CC=2)CCCCC1.C(=O)([O-])[O-].[Cs+].[Cs+]. (4) Given the product [CH3:1][O:2][C:3](=[O:14])[CH:4]([O:6][C:7]1[CH:12]=[CH:11][C:10]([N:13]=[C:23]=[O:25])=[CH:9][CH:8]=1)[CH3:5], predict the reactants needed to synthesize it. The reactants are: [CH3:1][O:2][C:3](=[O:14])[CH:4]([O:6][C:7]1[CH:12]=[CH:11][C:10]([NH2:13])=[CH:9][CH:8]=1)[CH3:5].C(N(CC)CC)C.Cl[C:23](Cl)([O:25]C(=O)OC(Cl)(Cl)Cl)Cl. (5) Given the product [Br:1][C:2]1[N:3]=[C:4]([CH:7]([NH:27][C:28]([N:48]2[CH2:49][CH2:50][CH:51]([N:54]3[CH2:63][C:62]4[C:57](=[CH:58][CH:59]=[CH:60][CH:61]=4)[NH:56][C:55]3=[O:64])[CH2:52][CH2:53]2)=[O:29])[CH2:8][C:9]2[CH:10]=[C:11]3[C:15](=[C:16]([CH3:18])[CH:17]=2)[NH:14][N:13]=[CH:12]3)[NH:5][CH:6]=1, predict the reactants needed to synthesize it. The reactants are: [Br:1][C:2]1[N:3]=[C:4]([CH:7]([NH:27][C:28](=O)[O:29]C(C)(C)C)[CH2:8][C:9]2[CH:17]=[C:16]([CH3:18])[C:15]3[C:11](=[CH:12][N:13](COCC[Si](C)(C)C)[N:14]=3)[CH:10]=2)[NH:5][CH:6]=1.Cl.C(C1NC=CN=1)(C1NC=CN=1)=O.[NH:48]1[CH2:53][CH2:52][CH:51]([N:54]2[CH2:63][C:62]3[C:57](=[CH:58][CH:59]=[CH:60][CH:61]=3)[NH:56][C:55]2=[O:64])[CH2:50][CH2:49]1.